This data is from Forward reaction prediction with 1.9M reactions from USPTO patents (1976-2016). The task is: Predict the product of the given reaction. (1) Given the reactants C[Si]([N-][Si](C)(C)C)(C)C.[K+].[I-].[CH3:12][N:13]([CH3:36])[CH2:14][CH2:15][CH2:16][P+](C1C=CC=CC=1)(C1C=CC=CC=1)C1C=CC=CC=1.[CH3:37][O:38][C:39](=[O:58])[CH2:40][C:41]1[CH:46]=[CH:45][C:44]([O:47][CH2:48][C:49]2[CH:54]=[CH:53][CH:52]=[CH:51][C:50]=2[CH:55]=O)=[C:43]([I:57])[CH:42]=1.Cl, predict the reaction product. The product is: [CH3:37][O:38][C:39](=[O:58])[CH2:40][C:41]1[CH:46]=[CH:45][C:44]([O:47][CH2:48][C:49]2[CH:54]=[CH:53][CH:52]=[CH:51][C:50]=2[CH:55]=[CH:16][CH2:15][CH2:14][N:13]([CH3:36])[CH3:12])=[C:43]([I:57])[CH:42]=1. (2) Given the reactants F[C:2]1[CH:27]=[CH:26][CH:25]=[C:24](F)[C:3]=1[C:4]([N:6]([C@H:8]1[CH2:12][CH2:11][CH2:10][C@@H:9]1[NH:13][C:14]1[S:15][C:16]2[CH:22]=[C:21]([F:23])[CH:20]=[CH:19][C:17]=2[N:18]=1)[CH3:7])=[O:5].FC1C=CC2[N:34]=[C:35]([NH:37][C@H:38]3[CH2:42][CH2:41]C[C@@H]3NC)SC=2C=1.N1C=CC=NC=1C1C=CC=CC=1C(O)=O, predict the reaction product. The product is: [F:23][C:21]1[CH:20]=[CH:19][C:17]2[N:18]=[C:14]([NH:13][C@H:9]3[CH2:10][CH2:11][CH2:12][C@@H:8]3[N:6]([CH3:7])[C:4](=[O:5])[C:3]3[CH:2]=[CH:27][CH:26]=[CH:25][C:24]=3[C:35]3[N:34]=[CH:41][CH:42]=[CH:38][N:37]=3)[S:15][C:16]=2[CH:22]=1. (3) The product is: [CH:1]12[CH2:6][CH:5]1[CH2:4][N:3]([C:7]1[N:12]=[C:11]([NH:13][CH2:14][C:15]3[CH:20]=[CH:19][C:18]([O:21][CH3:22])=[C:17]([Cl:23])[CH:16]=3)[C:10]([C:24]([NH:35][CH2:34][CH2:33][N:27]3[CH2:32][CH2:31][O:30][CH2:29][CH2:28]3)=[O:25])=[CH:9][N:8]=1)[CH2:2]2. Given the reactants [CH:1]12[CH2:6][CH:5]1[CH2:4][N:3]([C:7]1[N:12]=[C:11]([NH:13][CH2:14][C:15]3[CH:20]=[CH:19][C:18]([O:21][CH3:22])=[C:17]([Cl:23])[CH:16]=3)[C:10]([C:24](O)=[O:25])=[CH:9][N:8]=1)[CH2:2]2.[N:27]1([CH2:33][CH2:34][NH2:35])[CH2:32][CH2:31][O:30][CH2:29][CH2:28]1.CN(C(ON1N=NC2C=CC=NC1=2)=[N+](C)C)C.F[P-](F)(F)(F)(F)F.C(N(CC)CC)C, predict the reaction product. (4) The product is: [CH3:15][CH:14]([NH:1][C:2]1[CH:6]=[CH:5][S:4][C:3]=1[C:7]([O:9][CH3:10])=[O:8])[CH2:13][O:12][CH3:11]. Given the reactants [NH2:1][C:2]1[CH:6]=[CH:5][S:4][C:3]=1[C:7]([O:9][CH3:10])=[O:8].[CH3:11][O:12][CH2:13][C:14](=O)[CH3:15].C(O[BH-](OC(=O)C)OC(=O)C)(=O)C.[Na+], predict the reaction product. (5) Given the reactants [CH2:1]([O:8][C:9]([N:11]1[CH2:16][CH2:15][CH:14]([CH2:17][C:18](=O)[NH:19][CH:20]([C:37]2[C:42]([Cl:43])=[N:41][CH:40]=[CH:39][N:38]=2)[C:21]2[CH:30]=[C:29]3[C:24]([CH:25]=[CH:26][C:27]([C:31]4[CH:36]=[CH:35][CH:34]=[CH:33][CH:32]=4)=[N:28]3)=[CH:23][CH:22]=2)[CH2:13][CH2:12]1)=[O:10])[C:2]1[CH:7]=[CH:6][CH:5]=[CH:4][CH:3]=1.O=P(Cl)(Cl)Cl.CN(C=O)C, predict the reaction product. The product is: [CH2:1]([O:8][C:9]([N:11]1[CH2:12][CH2:13][CH:14]([CH2:17][C:18]2[N:38]3[CH:39]=[CH:40][N:41]=[C:42]([Cl:43])[C:37]3=[C:20]([C:21]3[CH:30]=[C:29]4[C:24]([CH:25]=[CH:26][C:27]([C:31]5[CH:32]=[CH:33][CH:34]=[CH:35][CH:36]=5)=[N:28]4)=[CH:23][CH:22]=3)[N:19]=2)[CH2:15][CH2:16]1)=[O:10])[C:2]1[CH:3]=[CH:4][CH:5]=[CH:6][CH:7]=1.